This data is from Reaction yield outcomes from USPTO patents with 853,638 reactions. The task is: Predict the reaction yield, written as a fraction of the theoretical maximum amount of product (1.0 means a 100% yield; for example, 0.34 means a 34% yield). (1) The reactants are [Br:1][C:2]1[CH:3]=[C:4]2[C:10]([C:11]3[CH:16]=[CH:15][C:14]([OH:17])=[CH:13][CH:12]=3)=[CH:9][NH:8][C:5]2=[N:6][CH:7]=1.[C:18]1([CH3:28])[CH:23]=[CH:22][C:21]([S:24](Cl)(=[O:26])=[O:25])=[CH:20][CH:19]=1.[OH-:29].[K+].[OH-:31].C([N+]([CH2:45][CH2:46][CH2:47][CH3:48])(CCCC)CCCC)CCC. The catalyst is C1(C)C=CC=CC=1.[Br-].[Na+]. The product is [Br:1][C:2]1[CH:3]=[C:4]2[C:10]([C:11]3[CH:16]=[CH:15][C:14]([O:17][S:24]([C:21]4[CH:22]=[CH:23][C:18]([CH3:28])=[CH:19][CH:20]=4)(=[O:26])=[O:25])=[CH:13][CH:12]=3)=[CH:9][N:8]([S:24]([C:21]3[CH:45]=[CH:46][C:47]([CH3:48])=[CH:19][CH:20]=3)(=[O:31])=[O:29])[C:5]2=[N:6][CH:7]=1. The yield is 0.550. (2) The reactants are I[C:2]1[C:3]([NH:11][C:12]2[CH:13]=[N:14][C:15]([O:18][CH3:19])=[CH:16][CH:17]=2)=[N:4][C:5]([N:8]([CH3:10])[CH3:9])=[N:6][CH:7]=1.[CH3:20][C:21]1[N:26]=[C:25]([S:27][CH3:28])[N:24]=[C:23]([Sn](CCCC)(CCCC)CCCC)[N:22]=1.[F-].[Cs+].O1CCOCC1. The catalyst is O.[Cu]I.C1C=CC([P]([Pd]([P](C2C=CC=CC=2)(C2C=CC=CC=2)C2C=CC=CC=2)([P](C2C=CC=CC=2)(C2C=CC=CC=2)C2C=CC=CC=2)[P](C2C=CC=CC=2)(C2C=CC=CC=2)C2C=CC=CC=2)(C2C=CC=CC=2)C2C=CC=CC=2)=CC=1. The product is [CH3:19][O:18][C:15]1[N:14]=[CH:13][C:12]([NH:11][C:3]2[C:2]([C:23]3[N:22]=[C:21]([CH3:20])[N:26]=[C:25]([S:27][CH3:28])[N:24]=3)=[CH:7][N:6]=[C:5]([N:8]([CH3:10])[CH3:9])[N:4]=2)=[CH:17][CH:16]=1. The yield is 0.315. (3) The catalyst is C(O)C.O.[Fe]. The product is [NH2:10][C:7]1[CH:8]=[CH:9][C:4]([O:3][CH:2]([F:1])[F:14])=[C:5]([CH3:13])[CH:6]=1. The reactants are [F:1][CH:2]([F:14])[O:3][C:4]1[CH:9]=[CH:8][C:7]([N+:10]([O-])=O)=[CH:6][C:5]=1[CH3:13].C(O)(=O)C. The yield is 0.950. (4) The reactants are C[O:2][CH2:3][C@H:4]([CH3:35])[O:5][C:6]1[CH:7]=[C:8]([C:23]2[NH:27][C:26]([C:28]3[O:29][C@@H:30]([CH3:34])[CH:31]([OH:33])[N:32]=3)=[CH:25][CH:24]=2)[CH:9]=[C:10]([O:12][C:13]2[CH:18]=[N:17][C:16]([S:19]([CH3:22])(=[O:21])=[O:20])=[CH:15][N:14]=2)[CH:11]=1.B(Br)(Br)Br.C(=O)([O-])O.[Na+]. The catalyst is C(Cl)Cl. The product is [OH:2][CH2:3][C@H:4]([CH3:35])[O:5][C:6]1[CH:7]=[C:8]([C:23]2[NH:27][C:26]([C:28]3[O:29][C@@H:30]([CH3:34])[CH:31]([OH:33])[N:32]=3)=[CH:25][CH:24]=2)[CH:9]=[C:10]([O:12][C:13]2[CH:18]=[N:17][C:16]([S:19]([CH3:22])(=[O:21])=[O:20])=[CH:15][N:14]=2)[CH:11]=1. The yield is 0.910. (5) The reactants are C(OC(=O)[NH:7][CH2:8][CH2:9][N:10]1[C:18]2[C:13](=[CH:14][CH:15]=[C:16]([S:19][CH3:20])[CH:17]=2)[CH:12]=[C:11]1[C:21](=[O:25])[CH:22]([CH3:24])[CH3:23])(C)(C)C.C(O)(C(F)(F)F)=O. The catalyst is C(Cl)Cl. The product is [NH2:7][CH2:8][CH2:9][N:10]1[C:18]2[C:13](=[CH:14][CH:15]=[C:16]([S:19][CH3:20])[CH:17]=2)[CH:12]=[C:11]1[C:21](=[O:25])[CH:22]([CH3:23])[CH3:24]. The yield is 1.00. (6) The reactants are [C:1]([O:5][C:6](=[O:112])[CH2:7][N:8]([CH2:104][C:105](=[O:111])[O:106][C:107]([CH3:110])([CH3:109])[CH3:108])[C:9](=[O:103])[CH2:10][N:11]1[CH:15]=[CH:14][N:13]=[C:12]1[CH2:16][N:17]([CH2:77][C:78]1[N:79]([CH2:83][C:84](=[O:102])[N:85]([CH2:94][C:95](=[O:101])[O:96][C:97]([CH3:100])([CH3:99])[CH3:98])[CH2:86][C:87](=[O:93])[O:88][C:89]([CH3:92])([CH3:91])[CH3:90])[CH:80]=[CH:81][N:82]=1)[CH2:18][CH2:19][CH2:20][CH2:21][C@@H:22]([C:41](=[O:76])[NH:42][CH2:43][CH2:44][CH2:45][CH2:46][C@@H:47]([C:69]([O:71][C:72]([CH3:75])([CH3:74])[CH3:73])=[O:70])[NH:48][C:49](=[O:68])[NH:50][C@H:51]([C:61]([O:63][C:64]([CH3:67])([CH3:66])[CH3:65])=[O:62])[CH2:52][CH2:53][C:54]([O:56][C:57]([CH3:60])([CH3:59])[CH3:58])=[O:55])[NH:23]C(=O)OCC1C2C=CC=CC=2C2C1=CC=CC=2)([CH3:4])([CH3:3])[CH3:2].N1CCCCC1. The catalyst is CN(C=O)C. The product is [NH2:23][C@H:22]([C:41](=[O:76])[NH:42][CH2:43][CH2:44][CH2:45][CH2:46][C@@H:47]([C:69]([O:71][C:72]([CH3:75])([CH3:74])[CH3:73])=[O:70])[NH:48][C:49](=[O:68])[NH:50][C@H:51]([C:61]([O:63][C:64]([CH3:67])([CH3:66])[CH3:65])=[O:62])[CH2:52][CH2:53][C:54]([O:56][C:57]([CH3:60])([CH3:59])[CH3:58])=[O:55])[CH2:21][CH2:20][CH2:19][CH2:18][N:17]([CH2:77][C:78]1[N:79]([CH2:83][C:84]([N:85]([CH2:86][C:87]([O:88][C:89]([CH3:90])([CH3:91])[CH3:92])=[O:93])[CH2:94][C:95](=[O:101])[O:96][C:97]([CH3:98])([CH3:99])[CH3:100])=[O:102])[CH:80]=[CH:81][N:82]=1)[CH2:16][C:12]1[N:11]([CH2:10][C:9]([N:8]([CH2:104][C:105]([O:106][C:107]([CH3:109])([CH3:108])[CH3:110])=[O:111])[CH2:7][C:6](=[O:112])[O:5][C:1]([CH3:2])([CH3:4])[CH3:3])=[O:103])[CH:15]=[CH:14][N:13]=1. The yield is 0.250.